This data is from Full USPTO retrosynthesis dataset with 1.9M reactions from patents (1976-2016). The task is: Predict the reactants needed to synthesize the given product. (1) The reactants are: [CH3:1][N:2]([CH3:10])[N:3]1[CH2:8][CH2:7][C:6](=O)[CH2:5][CH2:4]1.C(N(CC)CC)C.Cl.[NH2:19][OH:20]. Given the product [CH3:1][N:2]([CH3:10])[N:3]1[CH2:8][CH2:7][C:6](=[N:19][OH:20])[CH2:5][CH2:4]1, predict the reactants needed to synthesize it. (2) Given the product [Br:1][C:2]1[CH:3]=[C:4]2[C:9](=[CH:10][CH:11]=1)[N:8]([CH:14]([CH3:15])[CH3:13])[C:7](=[O:12])[CH2:6][CH2:5]2, predict the reactants needed to synthesize it. The reactants are: [Br:1][C:2]1[CH:3]=[C:4]2[C:9](=[CH:10][CH:11]=1)[NH:8][C:7](=[O:12])[CH2:6][CH2:5]2.[CH3:13][C:14]([O-])(C)[CH3:15].[K+].C(Br)(C)C. (3) The reactants are: [CH3:1][O:2][C:3]1[CH:40]=[CH:39][C:6]([CH2:7][N:8]2[C:12]3=[N:13][CH:14]=[CH:15][C:16]([O:17][C:18]4[CH:23]=[CH:22][C:21]([NH2:24])=[CH:20][C:19]=4[F:25])=[C:11]3[C:10]([N:26]3[CH2:31][CH2:30][N:29]([C:32]([O:34][C:35]([CH3:38])([CH3:37])[CH3:36])=[O:33])[CH2:28][CH2:27]3)=[N:9]2)=[CH:5][CH:4]=1.[F:41][C:42]1[CH:47]=[CH:46][C:45]([N:48]2[C:53](=[O:54])[C:52]([C:55](O)=[O:56])=[CH:51][CH:50]=[N:49]2)=[CH:44][CH:43]=1.Cl.C(N=C=NCCCN(C)C)C.N1(O)C2C=CC=CC=2N=N1.C(N(C(C)C)C(C)C)C. Given the product [F:25][C:19]1[CH:20]=[C:21]([NH:24][C:55]([C:52]2[C:53](=[O:54])[N:48]([C:45]3[CH:46]=[CH:47][C:42]([F:41])=[CH:43][CH:44]=3)[N:49]=[CH:50][CH:51]=2)=[O:56])[CH:22]=[CH:23][C:18]=1[O:17][C:16]1[CH:15]=[CH:14][N:13]=[C:12]2[N:8]([CH2:7][C:6]3[CH:5]=[CH:4][C:3]([O:2][CH3:1])=[CH:40][CH:39]=3)[N:9]=[C:10]([N:26]3[CH2:31][CH2:30][N:29]([C:32]([O:34][C:35]([CH3:37])([CH3:36])[CH3:38])=[O:33])[CH2:28][CH2:27]3)[C:11]=12, predict the reactants needed to synthesize it. (4) Given the product [C@H:1]12[CH2:7][C@H:4]([CH2:5][CH2:6]1)[CH2:3][C@H:2]2[O:8][C:9]1[N:14]=[C:13]([C:15]([F:18])([F:16])[F:17])[C:12]([C:19]([N:44]2[CH2:49][CH2:48][S:47](=[O:51])(=[O:50])[CH2:46][CH2:45]2)=[O:20])=[CH:11][N:10]=1, predict the reactants needed to synthesize it. The reactants are: [C@H:1]12[CH2:7][C@H:4]([CH2:5][CH2:6]1)[CH2:3][C@H:2]2[O:8][C:9]1[N:14]=[C:13]([C:15]([F:18])([F:17])[F:16])[C:12]([C:19](O)=[O:20])=[CH:11][N:10]=1.Cl.C(N=C=NCCCN(C)C)C.ON1C2C=CC=CC=2N=N1.[NH:44]1[CH2:49][CH2:48][S:47](=[O:51])(=[O:50])[CH2:46][CH2:45]1.